The task is: Predict the product of the given reaction.. This data is from Forward reaction prediction with 1.9M reactions from USPTO patents (1976-2016). (1) The product is: [C:8]([NH:1][C@@H:2]1[CH2:7][CH2:6][CH2:5][CH2:4][C@@H:3]1[C:8]([O:10][CH2:11][CH3:12])=[O:9])(=[O:9])[C:3]1[CH:4]=[CH:5][CH:6]=[CH:7][CH:2]=1. Given the reactants [NH2:1][C:2]1[CH2:7][CH2:6][CH2:5][CH2:4][C:3]=1[C:8]([O:10][CH2:11][CH3:12])=[O:9].[H][H], predict the reaction product. (2) Given the reactants [CH3:1][C:2]1[N:7]=[C:6]([NH2:8])[CH:5]=[CH:4][CH:3]=1.Br[CH2:10][C:11](=O)[C:12]([O:14][CH2:15][CH3:16])=[O:13], predict the reaction product. The product is: [CH3:1][C:2]1[N:7]2[CH:10]=[C:11]([C:12]([O:14][CH2:15][CH3:16])=[O:13])[N:8]=[C:6]2[CH:5]=[CH:4][CH:3]=1. (3) Given the reactants Br[CH2:2][CH2:3][O:4][C:5]1[CH:6]=[C:7]([CH2:13][C@@H:14]([CH3:28])[C@@H:15]([CH3:27])[CH2:16][C:17]2[CH:22]=[CH:21][C:20]([O:23][CH3:24])=[C:19]([O:25][CH3:26])[CH:18]=2)[CH:8]=[CH:9][C:10]=1[O:11][CH3:12].C[O-].[Na+].[N+:32]([C:35]1[NH:36][CH:37]=[CH:38][N:39]=1)([O-:34])=[O:33], predict the reaction product. The product is: [CH3:26][O:25][C:19]1[CH:18]=[C:17]([CH2:16][C@H:15]([CH3:27])[C@H:14]([CH3:28])[CH2:13][C:7]2[CH:8]=[CH:9][C:10]([O:11][CH3:12])=[C:5]([O:4][CH2:3][CH2:2][N:36]3[CH:37]=[CH:38][N:39]=[C:35]3[N+:32]([O-:34])=[O:33])[CH:6]=2)[CH:22]=[CH:21][C:20]=1[O:23][CH3:24].